Task: Predict the product of the given reaction.. Dataset: Forward reaction prediction with 1.9M reactions from USPTO patents (1976-2016) (1) Given the reactants [CH3:1][C:2]1[CH:15]=[CH:14][C:5]2[N:6]=[C:7]([S:9][CH2:10][C:11]([OH:13])=O)[O:8][C:4]=2[CH:3]=1.ClC(OC(C)(C)C)=O.[Cl:24][C:25]1[CH:26]=[C:27]([CH:35]=[CH:36][C:37]=1[Cl:38])[CH2:28][N:29]([CH3:34])[CH2:30][CH2:31][CH2:32][NH2:33], predict the reaction product. The product is: [Cl:24][C:25]1[CH:26]=[C:27]([CH:35]=[CH:36][C:37]=1[Cl:38])[CH2:28][N:29]([CH3:34])[CH2:30][CH2:31][CH2:32][NH:33][C:11](=[O:13])[CH2:10][S:9][C:7]1[O:8][C:4]2[CH:3]=[C:2]([CH3:1])[CH:15]=[CH:14][C:5]=2[N:6]=1. (2) Given the reactants [N+:1]([C:4]1[CH:13]=[CH:12][CH:11]=[C:10]2[C:5]=1[CH:6]=[CH:7]O[C:9]2=[O:14])([O-:3])=[O:2].[CH3:15][N:16]([CH3:20])[CH2:17][CH2:18][NH2:19].CO, predict the reaction product. The product is: [CH3:15][N:16]([CH3:20])[CH2:17][CH2:18][N:19]1[CH:7]=[CH:6][C:5]2[C:10](=[CH:11][CH:12]=[CH:13][C:4]=2[N+:1]([O-:3])=[O:2])[C:9]1=[O:14]. (3) The product is: [CH3:75][C:43]([O:45][C:46]1[CH:51]=[CH:50][C:49]([O:52][C:53]2[CH:58]=[C:57]([CH2:59][N:60]([CH3:2])[C:61](=[O:72])[C:62]3[CH:63]=[CH:64][C:65]([C:68]([F:71])([F:69])[F:70])=[CH:66][CH:67]=3)[CH:56]=[C:55]([CH3:73])[CH:54]=2)=[CH:48][C:47]=1[CH3:74])([CH3:44])[C:42]([OH:41])=[O:76]. Given the reactants F[C:2]1C=C(C=C(C(NC(=O)C2C=CC(C(F)(F)F)=CC=2C)C)C=1)OC1C=CC(OC(C)(C)C(O)=O)=C(C)C=1.C([O:41][C:42](=[O:76])[C:43]([CH3:75])([O:45][C:46]1[CH:51]=[CH:50][C:49]([O:52][C:53]2[CH:58]=[C:57]([CH2:59][NH:60][C:61](=[O:72])[C:62]3[CH:67]=[CH:66][C:65]([C:68]([F:71])([F:70])[F:69])=[CH:64][CH:63]=3)[CH:56]=[C:55]([CH3:73])[CH:54]=2)=[CH:48][C:47]=1[CH3:74])[CH3:44])C, predict the reaction product.